This data is from Reaction yield outcomes from USPTO patents with 853,638 reactions. The task is: Predict the reaction yield, written as a fraction of the theoretical maximum amount of product (1.0 means a 100% yield; for example, 0.34 means a 34% yield). (1) The yield is 0.370. The product is [CH:1]1[C:14]2[C:5](=[CH:6][C:7]3[C:12]([C:13]=2[C:15]([N:17]2[CH2:18][CH2:19][CH:20]([N:23]4[CH2:35][C:27]5([C:31](=[O:32])[O:30][C:29]([CH3:33])([CH3:34])[CH2:28]5)[N:26]([CH2:37][C:38]([O:40][C:41]([CH3:44])([CH3:43])[CH3:42])=[O:39])[CH2:25][CH2:24]4)[CH2:21][CH2:22]2)=[O:16])=[CH:11][CH:10]=[CH:9][CH:8]=3)[CH:4]=[CH:3][CH:2]=1. The reactants are [CH:1]1[C:14]2[C:5](=[CH:6][C:7]3[C:12]([C:13]=2[C:15]([N:17]2[CH2:22][CH2:21][CH:20]([N:23]4[CH2:35][C:27]5([C:31](=[O:32])[O:30][C:29]([CH3:34])([CH3:33])[CH2:28]5)[NH:26][CH2:25][CH2:24]4)[CH2:19][CH2:18]2)=[O:16])=[CH:11][CH:10]=[CH:9][CH:8]=3)[CH:4]=[CH:3][CH:2]=1.Br[CH2:37][C:38]([O:40][C:41]([CH3:44])([CH3:43])[CH3:42])=[O:39].C(N(CC)CC)C. The catalyst is O1CCCC1. (2) The reactants are [F:1][C:2]1[CH:3]=[C:4]([C:8]2[N:13]=[CH:12][C:11]([C:14]([NH:16][C@H:17]3[C@@H:21]([OH:22])[CH2:20][N:19](C(OC(C)(C)C)=O)[CH2:18]3)=[O:15])=[CH:10][N:9]=2)[CH:5]=[CH:6][CH:7]=1.[C:30]([OH:36])([C:32]([F:35])([F:34])[F:33])=[O:31]. The catalyst is C(Cl)Cl.C1(C)C=CC=CC=1. The product is [OH:36][C:30]([C:32]([F:35])([F:34])[F:33])=[O:31].[F:1][C:2]1[CH:3]=[C:4]([C:8]2[N:13]=[CH:12][C:11]([C:14]([NH:16][C@H:17]3[C@@H:21]([OH:22])[CH2:20][NH:19][CH2:18]3)=[O:15])=[CH:10][N:9]=2)[CH:5]=[CH:6][CH:7]=1. The yield is 0.980. (3) The reactants are O[C:2]1[CH:16]=[CH:15][C:5]([C:6]([C:8]2[CH:13]=[CH:12][C:11]([OH:14])=[CH:10][CH:9]=2)=[O:7])=[CH:4][CH:3]=1.Br[CH2:18][CH2:19][CH2:20][CH2:21][CH2:22][CH2:23][CH2:24][CH2:25][CH2:26][CH2:27][CH2:28][CH2:29][CH2:30][CH2:31][CH2:32][CH2:33][CH2:34][CH2:35][CH2:36][CH2:37][CH2:38][CH3:39].[C:40](=[O:43])([O-])[O-].[K+].[K+].Cl. The catalyst is O.CN(C=O)C. The product is [CH2:18]([O:14][C:11]1[CH:12]=[CH:13][C:8]([C:6]([C:5]2[CH:15]=[CH:16][C:2]([O:43][CH2:40][CH2:38][CH2:37][CH2:36][CH2:35][CH2:34][CH2:33][CH2:32][CH2:31][CH2:30][CH2:29][CH2:28][CH2:27][CH2:26][CH2:25][CH2:24][CH2:23][CH2:22][CH2:21][CH2:20][CH2:19][CH3:18])=[CH:3][CH:4]=2)=[O:7])=[CH:9][CH:10]=1)[CH2:19][CH2:20][CH2:21][CH2:22][CH2:23][CH2:24][CH2:25][CH2:26][CH2:27][CH2:28][CH2:29][CH2:30][CH2:31][CH2:32][CH2:33][CH2:34][CH2:35][CH2:36][CH2:37][CH2:38][CH3:39]. The yield is 0.890.